From a dataset of Reaction yield outcomes from USPTO patents with 853,638 reactions. Predict the reaction yield, written as a fraction of the theoretical maximum amount of product (1.0 means a 100% yield; for example, 0.34 means a 34% yield). (1) The reactants are [OH:1][C:2]1[CH:21]=[CH:20][C:5]([O:6][CH2:7][CH2:8][N:9]2[CH2:14][CH2:13][CH:12]([C:15]([O:17]CC)=[O:16])[CH2:11][CH2:10]2)=[CH:4][CH:3]=1.Cl[C:23]1[S:24][C:25]2[C:30]([N:31]=1)=[CH:29][CH:28]=[CH:27][N:26]=2.C([O-])([O-])=O.[Cs+].[Cs+].[OH-].[K+]. The catalyst is CN(C=O)C.C(O)(C)C.O. The product is [N:31]1[C:30]2[C:25](=[N:26][CH:27]=[CH:28][CH:29]=2)[S:24][C:23]=1[O:1][C:2]1[CH:3]=[CH:4][C:5]([O:6][CH2:7][CH2:8][N:9]2[CH2:10][CH2:11][CH:12]([C:15]([OH:17])=[O:16])[CH2:13][CH2:14]2)=[CH:20][CH:21]=1. The yield is 0.390. (2) The reactants are Cl.[Cl:2][C:3]1[CH:22]=[CH:21][C:20]([NH:23][C:24]2[C:33]3[C:28](=[C:29]([N+:35]([O-])=O)[C:30]([CH3:34])=[CH:31][CH:32]=3)[CH:27]=[CH:26][N:25]=2)=[CH:19][C:4]=1[CH2:5][N:6]1[CH2:11][CH2:10][N:9]([C:12]([O:14][C:15]([CH3:18])([CH3:17])[CH3:16])=[O:13])[CH2:8][CH2:7]1. The catalyst is [Fe].C(O)C.O. The product is [NH2:35][C:29]1[C:30]([CH3:34])=[CH:31][CH:32]=[C:33]2[C:28]=1[CH:27]=[CH:26][N:25]=[C:24]2[NH:23][C:20]1[CH:21]=[CH:22][C:3]([Cl:2])=[C:4]([CH:19]=1)[CH2:5][N:6]1[CH2:7][CH2:8][N:9]([C:12]([O:14][C:15]([CH3:16])([CH3:17])[CH3:18])=[O:13])[CH2:10][CH2:11]1. The yield is 0.720. (3) The reactants are [OH:1][C:2]1[C:7]2[CH:8]=[C:9]([C:11](=[O:13])[CH3:12])[O:10][C:6]=2[CH:5]=[C:4]([OH:14])[CH:3]=1.N1C(C)=CC=CC=1C.C(=O)=O.[F:26][C:27]([F:40])([F:39])[S:28](O[S:28]([C:27]([F:40])([F:39])[F:26])(=[O:30])=[O:29])(=[O:30])=[O:29]. The catalyst is ClCCl.C(#N)C. The product is [F:26][C:27]([F:40])([F:39])[S:28]([O:1][C:2]1[C:7]2[CH:8]=[C:9]([C:11](=[O:13])[CH3:12])[O:10][C:6]=2[CH:5]=[C:4]([O:14][S:28]([C:27]([F:26])([F:39])[F:40])(=[O:29])=[O:30])[CH:3]=1)(=[O:30])=[O:29]. The yield is 0.810. (4) The reactants are [CH3:1][C:2]1[C:7]2[N:8]=[C:9]([NH:12][C:13]3[CH:18]=[CH:17][C:16]([S:19]([NH:22][CH2:23][CH2:24][N:25]4[CH2:29][CH2:28][CH2:27][CH2:26]4)(=[O:21])=[O:20])=[CH:15][CH:14]=3)[N:10]=[N:11][C:6]=2[CH:5]=[C:4]([C:30]2[CH:35]=[CH:34][CH:33]=[C:32]([N+:36]([O-])=O)[CH:31]=2)[CH:3]=1. The catalyst is [Pd]. The product is [NH2:36][C:32]1[CH:31]=[C:30]([C:4]2[CH:3]=[C:2]([CH3:1])[C:7]3[N:8]=[C:9]([NH:12][C:13]4[CH:14]=[CH:15][C:16]([S:19]([NH:22][CH2:23][CH2:24][N:25]5[CH2:26][CH2:27][CH2:28][CH2:29]5)(=[O:20])=[O:21])=[CH:17][CH:18]=4)[N:10]=[N:11][C:6]=3[CH:5]=2)[CH:35]=[CH:34][CH:33]=1. The yield is 0.980. (5) The reactants are Br[C:2]1[CH:3]=[C:4]2[C@:15]3([N:20]=[C:19]([NH2:21])[CH2:18][O:17][CH2:16]3)[C:14]3[CH:13]=[C:12]([O:22][CH3:23])[N:11]=[CH:10][C:9]=3[O:8][C:5]2=[CH:6][CH:7]=1.[F:24][C:25]1[CH:26]=[C:27](B(O)O)[CH:28]=[CH:29][C:30]=1[F:31].P([O-])([O-])([O-])=O.[K+].[K+].[K+]. The catalyst is CC(P(C(C)(C)C)C1C=CC(N(C)C)=CC=1)(C)C.CC(P(C(C)(C)C)C1C=CC(N(C)C)=CC=1)(C)C.Cl[Pd]Cl. The yield is 0.890. The product is [F:24][C:25]1[CH:26]=[C:27]([C:2]2[CH:3]=[C:4]3[C@:15]4([N:20]=[C:19]([NH2:21])[CH2:18][O:17][CH2:16]4)[C:14]4[CH:13]=[C:12]([O:22][CH3:23])[N:11]=[CH:10][C:9]=4[O:8][C:5]3=[CH:6][CH:7]=2)[CH:28]=[CH:29][C:30]=1[F:31].